Task: Predict the reactants needed to synthesize the given product.. Dataset: Full USPTO retrosynthesis dataset with 1.9M reactions from patents (1976-2016) (1) Given the product [CH2:1]([O:3][C:4](=[O:13])[C:5]1[CH:10]=[CH:9][C:8]([OH:11])=[C:7]([O:12][C:15](=[O:18])[CH3:14])[CH:6]=1)[CH3:2], predict the reactants needed to synthesize it. The reactants are: [CH2:1]([O:3][C:4](=[O:13])[C:5]1[CH:10]=[CH:9][C:8]([OH:11])=[C:7]([OH:12])[CH:6]=1)[CH3:2].[CH3:14][C:15]([O-:18])(C)C.[K+].C(OC(=O)C)(=O)C. (2) Given the product [F:11][C:3]([F:12])([C:4]1[CH:9]=[CH:8][C:7]([CH3:10])=[CH:6][CH:5]=1)[C:2]1[N:1]=[C:15]([C@H:17]2[CH2:21][CH2:20][C@H:19]([NH:22][C:23](=[O:29])[O:24][C:25]([CH3:28])([CH3:27])[CH3:26])[CH2:18]2)[O:14][N:13]=1, predict the reactants needed to synthesize it. The reactants are: [NH2:1]/[C:2](=[N:13]\[O:14][C:15]([C@H:17]1[CH2:21][CH2:20][C@H:19]([NH:22][C:23](=[O:29])[O:24][C:25]([CH3:28])([CH3:27])[CH3:26])[CH2:18]1)=O)/[C:3]([F:12])([F:11])[C:4]1[CH:9]=[CH:8][C:7]([CH3:10])=[CH:6][CH:5]=1.C(=O)([O-])[O-].[Na+].[Na+]. (3) Given the product [Cl:1][C:2]1[CH:10]=[CH:9][C:5]([C:6]([O:8][CH2:20][CH3:21])=[O:7])=[CH:4][C:3]=1[C:11]([F:12])([F:13])[F:14], predict the reactants needed to synthesize it. The reactants are: [Cl:1][C:2]1[CH:10]=[CH:9][C:5]([C:6]([OH:8])=[O:7])=[CH:4][C:3]=1[C:11]([F:14])([F:13])[F:12].S(=O)(=O)(O)O.[CH2:20](O)[CH3:21]. (4) Given the product [CH3:17][C:3]1[C:2]([B:18]2[O:22][C:21]([CH3:24])([CH3:23])[C:20]([CH3:26])([CH3:25])[O:19]2)=[CH:7][CH:6]=[C:5]([S:8]([CH3:11])(=[O:10])=[O:9])[C:4]=1[C:12]1[CH2:16][CH2:15][O:14][N:13]=1, predict the reactants needed to synthesize it. The reactants are: Br[C:2]1[C:3]([CH3:17])=[C:4]([C:12]2[CH2:16][CH2:15][O:14][N:13]=2)[C:5]([S:8]([CH3:11])(=[O:10])=[O:9])=[CH:6][CH:7]=1.[B:18]1([B:18]2[O:22][C:21]([CH3:24])([CH3:23])[C:20]([CH3:26])([CH3:25])[O:19]2)[O:22][C:21]([CH3:24])([CH3:23])[C:20]([CH3:26])([CH3:25])[O:19]1.COC1C=CC=C(OC)C=1C1C=CC=CC=1P(C1CCCCC1)C1CCCCC1.C([O-])(=O)C.[K+].O1CCOCC1. (5) Given the product [C:1]([O:5][C:6]([N:8]1[CH2:13][CH2:12][N:11]([C:14]2[CH:15]=[CH:16][C:17]([C:20]3[C:25]([C:26]([O:28][CH2:29][CH3:30])=[O:27])=[C:24]([C:31]4[C:36]([F:37])=[CH:35][CH:34]=[C:33]([F:38])[C:32]=4[F:39])[N:23]=[C:22]4[NH:40][N:41]=[C:42]([C:43]5[S:44][CH:45]=[CH:46][CH:47]=5)[C:21]=34)=[CH:18][CH:19]=2)[CH2:10][CH2:9]1)=[O:7])([CH3:2])([CH3:3])[CH3:4], predict the reactants needed to synthesize it. The reactants are: [C:1]([O:5][C:6]([N:8]1[CH2:13][CH2:12][N:11]([C:14]2[CH:19]=[CH:18][C:17]([CH:20]3[C:25]([C:26]([O:28][CH2:29][CH3:30])=[O:27])=[C:24]([C:31]4[C:36]([F:37])=[CH:35][CH:34]=[C:33]([F:38])[C:32]=4[F:39])[NH:23][C:22]4[NH:40][N:41]=[C:42]([C:43]5[S:44][CH:45]=[CH:46][CH:47]=5)[C:21]3=4)=[CH:16][CH:15]=2)[CH2:10][CH2:9]1)=[O:7])([CH3:4])([CH3:3])[CH3:2]. (6) Given the product [C:1]([O:5][C:6]([N:8]1[CH2:13][CH:12]([N:14]2[C:23]3[CH:22]=[CH:21][CH:20]=[C:19]([Cl:24])[C:18]=3[C:17]3=[N:25][O:26][C:27]([CH3:28])=[C:16]3[C:15]2=[O:29])[CH2:11][CH:10]([CH2:30][NH2:31])[CH2:9]1)=[O:7])([CH3:4])([CH3:3])[CH3:2], predict the reactants needed to synthesize it. The reactants are: [C:1]([O:5][C:6]([N:8]1[CH2:13][CH:12]([N:14]2[C:23]3[CH:22]=[CH:21][CH:20]=[C:19]([Cl:24])[C:18]=3[C:17]3=[N:25][O:26][C:27]([CH3:28])=[C:16]3[C:15]2=[O:29])[CH2:11][CH:10]([CH2:30][N:31]=[N+]=[N-])[CH2:9]1)=[O:7])([CH3:4])([CH3:3])[CH3:2].